From a dataset of hERG potassium channel inhibition data for cardiac toxicity prediction from Karim et al.. Regression/Classification. Given a drug SMILES string, predict its toxicity properties. Task type varies by dataset: regression for continuous values (e.g., LD50, hERG inhibition percentage) or binary classification for toxic/non-toxic outcomes (e.g., AMES mutagenicity, cardiotoxicity, hepatotoxicity). Dataset: herg_karim. The compound is CNc1ccc(/C=C/c2c(F)cccc2F)cc1. The result is 0 (non-blocker).